From a dataset of Full USPTO retrosynthesis dataset with 1.9M reactions from patents (1976-2016). Predict the reactants needed to synthesize the given product. Given the product [Cl:8][C:9]1[C:10]([NH:31][C@@H:32]2[C@@H:37]3[CH2:38][C@@H:34]([CH:35]=[CH:36]3)[C@@H:33]2[C:39]([NH2:41])=[O:40])=[C:11]2[N:17]=[C:16]([C:18]3[CH:23]=[CH:22][C:21]([CH2:24][N:25]4[CH2:26][CH2:27][N:44]([CH3:45])[CH2:43][CH2:30]4)=[CH:20][C:19]=3[O:5][CH3:3])[NH:15][C:12]2=[N:13][CH:14]=1, predict the reactants needed to synthesize it. The reactants are: FC(F)(F)[C:3]([OH:5])=O.[Cl:8][C:9]1[C:10]([NH:31][C@@H:32]2[C@@H:37]3[CH2:38][C@@H:34]([CH:35]=[CH:36]3)[C@@H:33]2[C:39]([NH2:41])=[O:40])=[C:11]2[N:17]=[C:16]([C:18]3[CH:23]=[CH:22][C:21]([CH2:24][N:25]4[CH2:30]CO[CH2:27][CH2:26]4)=[CH:20][CH:19]=3)[NH:15][C:12]2=[N:13][CH:14]=1.N[C:43]1C(N)=C(N[C@@H]2[C@@H]3C[C@@H](C=C3)[C@@H]2C(N)=O)C(Cl)=[CH:45][N:44]=1.